Predict which catalyst facilitates the given reaction. From a dataset of Catalyst prediction with 721,799 reactions and 888 catalyst types from USPTO. (1) Reactant: [CH:1]1([C:4]2[C:12]3[CH:11]=[C:10]([CH2:13][CH2:14][CH2:15][CH2:16][N:17]4[CH:21]=[C:20]([C:22]([O:24]C(C)(C)C)=[O:23])[N:19]=[N:18]4)[N:9]=[N:8][C:7]=3[NH:6][C:5]=2[I:29])[CH2:3][CH2:2]1. Product: [CH:1]1([C:4]2[C:12]3[CH:11]=[C:10]([CH2:13][CH2:14][CH2:15][CH2:16][N:17]4[CH:21]=[C:20]([C:22]([OH:24])=[O:23])[N:19]=[N:18]4)[N:9]=[N:8][C:7]=3[NH:6][C:5]=2[I:29])[CH2:3][CH2:2]1. The catalyst class is: 137. (2) Reactant: Br[CH2:2][CH:3]([C:5]1[C:10]([CH3:11])=[CH:9][CH:8]=[CH:7][N:6]=1)[OH:4].[CH3:12][NH2:13]. Product: [CH3:12][NH:13][CH2:2][CH:3]([C:5]1[C:10]([CH3:11])=[CH:9][CH:8]=[CH:7][N:6]=1)[OH:4]. The catalyst class is: 5. (3) The catalyst class is: 21. Product: [F:35][C:2]1([F:1])[CH2:7][CH2:6][CH:5]([CH2:8][N:9]2[C:17]3[C:12](=[N:13][CH:14]=[C:15]([C:18]4[C:19]([CH3:24])=[N:20][O:21][C:22]=4[CH3:23])[CH:16]=3)[C:11]([C:25]3[CH:30]=[CH:29][C:28]([CH2:31][C:32]([O:34][Na:37])=[O:33])=[CH:27][CH:26]=3)=[CH:10]2)[CH2:4][CH2:3]1. Reactant: [F:1][C:2]1([F:35])[CH2:7][CH2:6][CH:5]([CH2:8][N:9]2[C:17]3[C:12](=[N:13][CH:14]=[C:15]([C:18]4[C:19]([CH3:24])=[N:20][O:21][C:22]=4[CH3:23])[CH:16]=3)[C:11]([C:25]3[CH:30]=[CH:29][C:28]([CH2:31][C:32]([OH:34])=[O:33])=[CH:27][CH:26]=3)=[CH:10]2)[CH2:4][CH2:3]1.[OH-].[Na+:37]. (4) Reactant: [C:1]([C:4]1[CH:5]=[C:6]([CH:9]2[C:14]3[N:15]4[N:20]=[C:19]([CH3:21])[S:18][C:16]4=[N:17][C:13]=3[CH2:12][CH2:11][N:10]2[C:22]([O:24][C:25]([CH3:28])([CH3:27])[CH3:26])=[O:23])[S:7][CH:8]=1)(=O)[NH2:2].CC[N+](S(N=C(OC)[O-])(=O)=O)(CC)CC. Product: [C:1]([C:4]1[CH:5]=[C:6]([CH:9]2[C:14]3[N:15]4[N:20]=[C:19]([CH3:21])[S:18][C:16]4=[N:17][C:13]=3[CH2:12][CH2:11][N:10]2[C:22]([O:24][C:25]([CH3:28])([CH3:27])[CH3:26])=[O:23])[S:7][CH:8]=1)#[N:2]. The catalyst class is: 250. (5) Reactant: CC1C=CC(S(O[C:12]2[C:21]3[C:20](=[O:22])[N:19]([CH2:23][C:24]4[CH:29]=[CH:28][C:27]([O:30][CH3:31])=[CH:26][CH:25]=4)[C:18](=[O:32])[N:17]([C:33]4[CH:38]=[CH:37][C:36]([I:39])=[CH:35][C:34]=4[F:40])[C:16]=3[N:15]([CH3:41])[C:14](=[O:42])[C:13]=2[CH3:43])(=O)=O)=CC=1.N1C(C)=CC=CC=1C.[NH2:52][C:53]1[CH:54]=[C:55]([CH:60]=[CH:61][CH:62]=1)[C:56]([O:58][CH3:59])=[O:57].O. Product: [F:40][C:34]1[CH:35]=[C:36]([I:39])[CH:37]=[CH:38][C:33]=1[N:17]1[C:16]2[N:15]([CH3:41])[C:14](=[O:42])[C:13]([CH3:43])=[C:12]([NH:52][C:53]3[CH:54]=[C:55]([CH:60]=[CH:61][CH:62]=3)[C:56]([O:58][CH3:59])=[O:57])[C:21]=2[C:20](=[O:22])[N:19]([CH2:23][C:24]2[CH:25]=[CH:26][C:27]([O:30][CH3:31])=[CH:28][CH:29]=2)[C:18]1=[O:32]. The catalyst class is: 44. (6) Reactant: C(OC([N:8]1[CH2:13][CH2:12][CH:11]([CH2:14][N:15]([C:17](=[O:19])[CH3:18])[CH3:16])[CH2:10][CH2:9]1)=O)(C)(C)C.[F:20][C:21]([F:26])([F:25])[C:22]([OH:24])=[O:23]. Product: [F:20][C:21]([F:26])([F:25])[C:22]([OH:24])=[O:23].[CH3:16][N:15]([CH2:14][CH:11]1[CH2:10][CH2:9][NH:8][CH2:13][CH2:12]1)[C:17](=[O:19])[CH3:18]. The catalyst class is: 2. (7) Reactant: [Br:1][C:2]1[CH:3]=[C:4]2[CH:12]=[CH:11][N:10]([CH3:13])[C:5]2=[C:6]([O:8][CH3:9])[N:7]=1.[I:14]N1C(=O)CCC1=O. The catalyst class is: 9. Product: [Br:1][C:2]1[CH:3]=[C:4]2[C:12]([I:14])=[CH:11][N:10]([CH3:13])[C:5]2=[C:6]([O:8][CH3:9])[N:7]=1. (8) Reactant: [CH3:1][C:2]1[CH:3]=[CH:4][C:5]([C:18]([NH:20][C:21]2[CH:42]=[CH:41][C:24]([O:25][CH2:26][CH2:27][C:28]3[N:29]=[C:30]([NH:33]C(=O)OC(C)(C)C)[S:31][CH:32]=3)=[CH:23][CH:22]=2)=[O:19])=[C:6]([C:8]2[CH:13]=[CH:12][C:11]([C:14]([F:17])([F:16])[F:15])=[CH:10][CH:9]=2)[CH:7]=1.FC(F)(F)C(O)=O. Product: [NH2:33][C:30]1[S:31][CH:32]=[C:28]([CH2:27][CH2:26][O:25][C:24]2[CH:23]=[CH:22][C:21]([NH:20][C:18]([C:5]3[C:6]([C:8]4[CH:9]=[CH:10][C:11]([C:14]([F:17])([F:15])[F:16])=[CH:12][CH:13]=4)=[CH:7][C:2]([CH3:1])=[CH:3][CH:4]=3)=[O:19])=[CH:42][CH:41]=2)[N:29]=1. The catalyst class is: 4.